This data is from TCR-epitope binding with 47,182 pairs between 192 epitopes and 23,139 TCRs. The task is: Binary Classification. Given a T-cell receptor sequence (or CDR3 region) and an epitope sequence, predict whether binding occurs between them. (1) The epitope is RQLLFVVEV. The TCR CDR3 sequence is CASSMQGSQYF. Result: 1 (the TCR binds to the epitope). (2) The epitope is FIAGLIAIV. The TCR CDR3 sequence is CASSREPDRAYGYTF. Result: 0 (the TCR does not bind to the epitope). (3) The epitope is FIAGLIAIV. The TCR CDR3 sequence is CASSLNSKVSSSYEQYF. Result: 0 (the TCR does not bind to the epitope). (4) The epitope is ELAGIGILTV. The TCR CDR3 sequence is CASSTGFGSPLHF. Result: 1 (the TCR binds to the epitope). (5) The epitope is GTHWFVTQR. The TCR CDR3 sequence is CASSLDTGGMGIQYF. Result: 0 (the TCR does not bind to the epitope). (6) The epitope is DPFRLLQNSQVFS. The TCR CDR3 sequence is CSASKGQGEAFF. Result: 0 (the TCR does not bind to the epitope). (7) The epitope is RLRPGGKKR. The TCR CDR3 sequence is CASSILAVAGNEQFF. Result: 0 (the TCR does not bind to the epitope). (8) The epitope is MPASWVMRI. The TCR CDR3 sequence is CASRLTGVNKNIQYF. Result: 0 (the TCR does not bind to the epitope). (9) The epitope is KLNVGDYFV. The TCR CDR3 sequence is CASSQGGGEQYF. Result: 1 (the TCR binds to the epitope). (10) The epitope is FLPRVFSAV. The TCR CDR3 sequence is CASSLGQGIFYEQYF. Result: 0 (the TCR does not bind to the epitope).